From a dataset of Peptide-MHC class I binding affinity with 185,985 pairs from IEDB/IMGT. Regression. Given a peptide amino acid sequence and an MHC pseudo amino acid sequence, predict their binding affinity value. This is MHC class I binding data. (1) The binding affinity (normalized) is 0.414. The peptide sequence is EERVARTVF. The MHC is HLA-B18:01 with pseudo-sequence HLA-B18:01. (2) The peptide sequence is MHYGYNRAN. The MHC is HLA-A29:02 with pseudo-sequence HLA-A29:02. The binding affinity (normalized) is 0.0847. (3) The peptide sequence is TANNYETIEI. The MHC is HLA-A02:02 with pseudo-sequence HLA-A02:02. The binding affinity (normalized) is 0.328. (4) The binding affinity (normalized) is 0.0352. The peptide sequence is FTPQNGQFI. The MHC is H-2-Kb with pseudo-sequence H-2-Kb.